This data is from Catalyst prediction with 721,799 reactions and 888 catalyst types from USPTO. The task is: Predict which catalyst facilitates the given reaction. (1) Reactant: [NH2:1][C:2]1[CH:17]=[C:16]([O:18][CH3:19])[CH:15]=[CH:14][C:3]=1[C:4]([C:6]1[CH:7]=[C:8]([CH:11]=[CH:12][CH:13]=1)[C:9]#[N:10])=O.[NH2:20][CH2:21][C:22](OCC)=[O:23].Cl. Product: [CH3:19][O:18][C:16]1[CH:15]=[CH:14][C:3]2[C:4]([C:6]3[CH:7]=[C:8]([CH:11]=[CH:12][CH:13]=3)[C:9]#[N:10])=[N:20][CH2:21][C:22](=[O:23])[NH:1][C:2]=2[CH:17]=1. The catalyst class is: 17. (2) Reactant: Br[C:2]1[CH:3]=[C:4]([C:23]([O:25][CH3:26])=[O:24])[C:5]2[O:9][C:8]([C:16]3[CH:21]=[CH:20][CH:19]=[CH:18][CH:17]=3)([C:10]3[CH:15]=[CH:14][CH:13]=[CH:12][CH:11]=3)[O:7][C:6]=2[CH:22]=1.B1(B2OC(C)(C)C(C)(C)O2)OC(C)(C)C(C)(C)O1.CC([O-])=O.[K+].Cl.Br[C:52]1[CH:57]=[CH:56][CH:55]=[CH:54][N:53]=1.C([O-])([O-])=O.[K+].[K+]. Product: [C:16]1([C:8]2([C:10]3[CH:11]=[CH:12][CH:13]=[CH:14][CH:15]=3)[O:7][C:6]3[CH:22]=[C:2]([C:56]4[CH:55]=[CH:54][N:53]=[CH:52][CH:57]=4)[CH:3]=[C:4]([C:23]([O:25][CH3:26])=[O:24])[C:5]=3[O:9]2)[CH:17]=[CH:18][CH:19]=[CH:20][CH:21]=1. The catalyst class is: 73. (3) Reactant: [CH2:1]([N:3]1[CH2:7][CH2:6][N:5]([CH3:8])[C:4]1=[CH2:9])[CH3:2].[F:10][C:11]1[C:16]([OH:17])=[C:15]([F:18])[C:14]([F:19])=[C:13]([F:20])[C:12]=1[F:21]. Product: [CH2:1]([N+:3]1[CH:7]=[CH:6][N:5]([CH3:8])[C:4]=1[CH3:9])[CH3:2].[F:10][C:11]1[C:16]([O-:17])=[C:15]([F:18])[C:14]([F:19])=[C:13]([F:20])[C:12]=1[F:21]. The catalyst class is: 27.